From a dataset of Forward reaction prediction with 1.9M reactions from USPTO patents (1976-2016). Predict the product of the given reaction. (1) Given the reactants [CH3:1][O:2][C:3]1[C:8]([O:9][CH3:10])=[C:7]([N+:11]([O-])=O)[CH:6]=[CH:5][C:4]=1[N:14]1[CH2:19][CH2:18][N:17]([C:20](=[O:22])[CH3:21])[CH2:16][CH2:15]1, predict the reaction product. The product is: [NH2:11][C:7]1[CH:6]=[CH:5][C:4]([N:14]2[CH2:15][CH2:16][N:17]([C:20](=[O:22])[CH3:21])[CH2:18][CH2:19]2)=[C:3]([O:2][CH3:1])[C:8]=1[O:9][CH3:10]. (2) Given the reactants Br[C:2]1[CH:11]=[C:10]2[C:5]([N:6]=[CH:7][CH:8]=[N:9]2)=[C:4]([C:12]([NH:14][CH2:15][C:16]([O:18]CC)=[O:17])=[O:13])[C:3]=1[OH:21].[OH-:22].[Na+], predict the reaction product. The product is: [O:22]1[CH:4]=[CH:3][CH:2]=[C:11]1[C:2]1[CH:11]=[C:10]2[C:5]([N:6]=[CH:7][CH:8]=[N:9]2)=[C:4]([C:12]([NH:14][CH2:15][C:16]([OH:18])=[O:17])=[O:13])[C:3]=1[OH:21]. (3) Given the reactants [Cl:1][C:2]1[CH:7]=[CH:6][C:5]([S:8]([C:11]2([C:22]3[CH:27]=[C:26]([F:28])[CH:25]=[CH:24][C:23]=3[F:29])[CH2:16][CH2:15][C:14](=[CH:17][S:18]([CH3:21])(=[O:20])=[O:19])[CH2:13][CH2:12]2)(=[O:10])=[O:9])=[CH:4][CH:3]=1.CCC(C)[BH-](C(C)CC)C(C)CC.[Li+], predict the reaction product. The product is: [Cl:1][C:2]1[CH:3]=[CH:4][C:5]([S:8]([C:11]2([C:22]3[CH:27]=[C:26]([F:28])[CH:25]=[CH:24][C:23]=3[F:29])[CH2:16][CH2:15][CH:14]([CH2:17][S:18]([CH3:21])(=[O:20])=[O:19])[CH2:13][CH2:12]2)(=[O:9])=[O:10])=[CH:6][CH:7]=1. (4) Given the reactants [CH3:1][O:2][C:3]1[C:12]2[C:7](=[C:8]([CH3:13])[CH:9]=[CH:10][CH:11]=2)[C:6]([S:14](Cl)(=[O:16])=[O:15])=[CH:5][N:4]=1.CC[N:20](C(C)C)C(C)C, predict the reaction product. The product is: [CH3:1][O:2][C:3]1[C:12]2[C:7](=[C:8]([CH3:13])[CH:9]=[CH:10][CH:11]=2)[C:6]([S:14]([NH2:20])(=[O:16])=[O:15])=[CH:5][N:4]=1.